The task is: Predict the reaction yield, written as a fraction of the theoretical maximum amount of product (1.0 means a 100% yield; for example, 0.34 means a 34% yield).. This data is from Reaction yield outcomes from USPTO patents with 853,638 reactions. (1) The reactants are [C:1]([C:3]1[CH:8]=[CH:7][CH:6]=[CH:5][C:4]=1[C:9]1[CH:14]=[CH:13][C:12]([CH2:15][C:16]2[C:17](=[O:43])[N:18]([C@H:29]3[CH2:34][CH2:33][C@H:32]([O:35][CH2:36][C:37](N(OC)C)=[O:38])[CH2:31][CH2:30]3)[C:19]3[N:20]([N:25]=[C:26]([CH3:28])[N:27]=3)[C:21]=2[CH2:22][CH2:23][CH3:24])=[CH:11][CH:10]=1)#[N:2].[CH3:44][Mg]Br.Cl. The catalyst is O1CCCC1. The product is [CH3:28][C:26]1[N:27]=[C:19]2[N:18]([C@H:29]3[CH2:30][CH2:31][C@H:32]([O:35][CH2:36][C:37](=[O:38])[CH3:44])[CH2:33][CH2:34]3)[C:17](=[O:43])[C:16]([CH2:15][C:12]3[CH:13]=[CH:14][C:9]([C:4]4[C:3]([C:1]#[N:2])=[CH:8][CH:7]=[CH:6][CH:5]=4)=[CH:10][CH:11]=3)=[C:21]([CH2:22][CH2:23][CH3:24])[N:20]2[N:25]=1. The yield is 0.600. (2) The product is [F:10][C:11]1[CH:12]=[C:13]([N+:18]([O-:20])=[O:19])[CH:14]=[CH:15][C:16]=1[S:1][C:2]1[N:3]([CH3:7])[CH:4]=[CH:5][N:6]=1. The catalyst is CN(C=O)C. The yield is 0.700. The reactants are [SH:1][C:2]1[N:3]([CH3:7])[CH:4]=[CH:5][N:6]=1.[H-].[Na+].[F:10][C:11]1[CH:12]=[C:13]([N+:18]([O-:20])=[O:19])[CH:14]=[CH:15][C:16]=1F.O. (3) The reactants are Br[C:2]1[CH:28]=[C:27]([F:29])[C:5]2[N:6]([CH2:9][C:10]3[CH:26]=[CH:25][C:13]4[N:14]=[C:15]([NH:17][C@@H:18]5[CH2:23][CH2:22][CH2:21][CH2:20][C@H:19]5[OH:24])[S:16][C:12]=4[CH:11]=3)[CH:7]=[N:8][C:4]=2[CH:3]=1.[CH3:30][N:31](C=O)C. The catalyst is [C-]#N.[Zn+2].[C-]#N.C1(P(C2C=CC=CC=2)[C-]2C=CC=C2)C=CC=CC=1.[C-]1(P(C2C=CC=CC=2)C2C=CC=CC=2)C=CC=C1.[Fe+2].C1C=CC(/C=C/C(/C=C/C2C=CC=CC=2)=O)=CC=1.C1C=CC(/C=C/C(/C=C/C2C=CC=CC=2)=O)=CC=1.C1C=CC(/C=C/C(/C=C/C2C=CC=CC=2)=O)=CC=1.[Pd].[Pd]. The product is [F:29][C:27]1[C:5]2[N:6]([CH2:9][C:10]3[CH:26]=[CH:25][C:13]4[N:14]=[C:15]([NH:17][C@@H:18]5[CH2:23][CH2:22][CH2:21][CH2:20][C@H:19]5[OH:24])[S:16][C:12]=4[CH:11]=3)[CH:7]=[N:8][C:4]=2[CH:3]=[C:2]([C:30]#[N:31])[CH:28]=1. The yield is 0.0200. (4) The reactants are C([N-]C(C)C)(C)C.[Li+].[F:9][C:10]1[CH:15]=[CH:14][C:13]([CH2:16][C:17]([O:19][CH3:20])=[O:18])=[CH:12][CH:11]=1.[CH3:21][S:22][C:23]1[N:28]=[C:27]([CH:29]=[O:30])[CH:26]=[CH:25][N:24]=1. The catalyst is C1COCC1. The product is [CH3:20][O:19][C:17](=[O:18])[CH:16]([C:13]1[CH:12]=[CH:11][C:10]([F:9])=[CH:15][CH:14]=1)[CH:29]([C:27]1[CH:26]=[CH:25][N:24]=[C:23]([S:22][CH3:21])[N:28]=1)[OH:30]. The yield is 0.760. (5) The reactants are Br[C:2]1[CH:9]=[C:8]([N:10]2[C:18]3[CH2:17][C:16]([CH3:20])([CH3:19])[CH2:15][C:14](=[O:21])[C:13]=3[C:12]([CH:22]([F:24])[F:23])=[N:11]2)[CH:7]=[CH:6][C:3]=1[C:4]#[N:5].[NH2:25][C@H:26]1[CH2:31][CH2:30][C@H:29]([OH:32])[CH2:28][CH2:27]1.CC(C)([O-:36])C.[Na+]. The catalyst is C1(C)C=CC=CC=1.C([O-])(=O)C.[Pd+2].C([O-])(=O)C.C1(P(C2C=CC=CC=2)[C-]2C=CC=C2)C=CC=CC=1.[C-]1(P(C2C=CC=CC=2)C2C=CC=CC=2)C=CC=C1.[Fe+2]. The product is [F:23][CH:22]([F:24])[C:12]1[C:13]2[C:14](=[O:21])[CH2:15][C:16]([CH3:20])([CH3:19])[CH2:17][C:18]=2[N:10]([C:8]2[CH:7]=[CH:6][C:3]([C:4]([NH2:5])=[O:36])=[C:2]([NH:25][C@H:26]3[CH2:31][CH2:30][C@H:29]([OH:32])[CH2:28][CH2:27]3)[CH:9]=2)[N:11]=1. The yield is 0.370. (6) The reactants are [CH3:1][O:2][CH2:3][CH2:4][O:5][C:6]1[CH:7]=[N:8][C:9]([C:14]#[C:15][Si](C)(C)C)=[C:10]([CH:13]=1)[C:11]#[N:12].C(=O)([O-])[O-:21].[Na+].[Na+].OO.S([O-])([O-])(=O)=S.[Na+].[Na+]. The catalyst is CC(C)=O.CO. The product is [NH4+:8].[OH-:2].[C:14]([C:9]1[N:8]=[CH:7][C:6]([O:5][CH2:4][CH2:3][O:2][CH3:1])=[CH:13][C:10]=1[C:11]([NH2:12])=[O:21])#[CH:15]. The yield is 0.0100. (7) The reactants are [C:1]1([Mg]Br)[CH:6]=[CH:5][CH:4]=[CH:3][CH:2]=1.[C:9]1([C:15]2[CH:16]=[CH:17][C:18](=[O:21])[NH:19][N:20]=2)[CH:14]=[CH:13][CH:12]=[CH:11][CH:10]=1.[Cl-].[NH4+]. The catalyst is C1COCC1.C1(C)C=CC=CC=1. The product is [C:9]1([C:15]2[CH2:16][CH:17]([C:1]3[CH:6]=[CH:5][CH:4]=[CH:3][CH:2]=3)[C:18](=[O:21])[NH:19][N:20]=2)[CH:10]=[CH:11][CH:12]=[CH:13][CH:14]=1. The yield is 0.500. (8) The reactants are [F:1][C:2]1[CH:3]=[C:4]([C:9]2[N:13]3[C:14]([CH3:18])=[CH:15][CH:16]=[CH:17][C:12]3=[N:11][C:10]=2[C:19](N(OC)C)=[O:20])[CH:5]=[C:6]([F:8])[CH:7]=1.[CH3:25][Mg]Cl.Cl.C(=O)(O)[O-].[Na+]. The catalyst is O1CCCC1. The product is [F:1][C:2]1[CH:3]=[C:4]([C:9]2[N:13]3[C:14]([CH3:18])=[CH:15][CH:16]=[CH:17][C:12]3=[N:11][C:10]=2[C:19](=[O:20])[CH3:25])[CH:5]=[C:6]([F:8])[CH:7]=1. The yield is 0.780.